Dataset: Full USPTO retrosynthesis dataset with 1.9M reactions from patents (1976-2016). Task: Predict the reactants needed to synthesize the given product. (1) Given the product [N:18]([C@@H:6]1[CH2:11][CH2:10][O:9][C@@H:8]([C:12]2[CH:17]=[CH:16][CH:15]=[CH:14][CH:13]=2)[CH2:7]1)=[N+:19]=[N-:20], predict the reactants needed to synthesize it. The reactants are: CS(O[C@H:6]1[CH2:11][CH2:10][O:9][C@@H:8]([C:12]2[CH:17]=[CH:16][CH:15]=[CH:14][CH:13]=2)[CH2:7]1)(=O)=O.[N-:18]=[N+:19]=[N-:20].[Na+]. (2) Given the product [F:15][C:16]1[CH:25]=[C:24]([NH:26][C:12]([C:6]2[S:7][C:8]([CH:9]([CH3:10])[CH3:11])=[C:4]([CH:1]([CH3:2])[CH3:3])[CH:5]=2)=[O:14])[CH:23]=[CH:22][C:17]=1[C:18]([O:20][CH3:21])=[O:19], predict the reactants needed to synthesize it. The reactants are: [CH:1]([C:4]1[CH:5]=[C:6]([C:12]([OH:14])=O)[S:7][C:8]=1[CH:9]([CH3:11])[CH3:10])([CH3:3])[CH3:2].[F:15][C:16]1[CH:25]=[C:24]([NH2:26])[CH:23]=[CH:22][C:17]=1[C:18]([O:20][CH3:21])=[O:19]. (3) Given the product [N+:11]([C:10]1[CH:9]=[CH:8][CH:7]=[C:3]2[C:2]=1[N:1]=[C:16]([C:15]([F:26])([F:25])[F:14])[NH:6][C:4]2=[O:5])([O-:13])=[O:12], predict the reactants needed to synthesize it. The reactants are: [NH2:1][C:2]1[C:10]([N+:11]([O-:13])=[O:12])=[CH:9][CH:8]=[CH:7][C:3]=1[C:4]([NH2:6])=[O:5].[F:14][C:15]([F:26])([F:25])[C:16](O[C:16](=O)[C:15]([F:26])([F:25])[F:14])=O. (4) The reactants are: [CH3:1][O:2][CH2:3][O:4][C:5]1[CH:6]=[C:7]([C:11]2[N:12]=[C:13]([N:23]3[CH2:28][CH2:27][O:26][CH2:25][CH2:24]3)[C:14]3[N:20]=[CH:19][C:18]([CH:21]=C)=[CH:17][C:15]=3[N:16]=2)[CH:8]=[CH:9][CH:10]=1.I([O-])(=O)(=O)=[O:30].[Na+].S([O-])([O-])(=O)=S.[Na+].[Na+]. Given the product [CH3:1][O:2][CH2:3][O:4][C:5]1[CH:6]=[C:7]([C:11]2[N:12]=[C:13]([N:23]3[CH2:24][CH2:25][O:26][CH2:27][CH2:28]3)[C:14]3[N:20]=[CH:19][C:18]([CH:21]=[O:30])=[CH:17][C:15]=3[N:16]=2)[CH:8]=[CH:9][CH:10]=1, predict the reactants needed to synthesize it. (5) The reactants are: C1(C(=CC=CC=1)O)O.[C:9]12(O)[CH2:18][CH:13]3[CH2:14][CH:15]([CH2:17][C:11](O)([CH2:12]3)[CH2:10]1)[CH2:16]2. Given the product [CH:9]12[CH2:18][CH:13]3[CH2:14][CH:15]([CH2:17][CH:11]([CH2:12]3)[CH2:10]1)[CH2:16]2, predict the reactants needed to synthesize it. (6) Given the product [NH2:1][C@@H:2]([CH2:6][CH:7]1[CH2:8][CH2:9][NH:10][CH2:11][CH2:12]1)[C:3]([OH:5])=[O:4], predict the reactants needed to synthesize it. The reactants are: [NH2:1][C@@H:2]([CH2:6][C:7]1[CH:12]=[CH:11][N:10]=[CH:9][CH:8]=1)[C:3]([OH:5])=[O:4].Cl. (7) Given the product [CH2:1]([O:8][C:9]1[CH:10]=[C:11]([CH:12]=[CH:13][CH:14]=1)[CH2:15][C:16]1[NH:24][N:23]=[N:22][N:17]=1)[C:2]1[CH:3]=[CH:4][CH:5]=[CH:6][CH:7]=1, predict the reactants needed to synthesize it. The reactants are: [CH2:1]([O:8][C:9]1[CH:10]=[C:11]([CH2:15][C:16]#[N:17])[CH:12]=[CH:13][CH:14]=1)[C:2]1[CH:7]=[CH:6][CH:5]=[CH:4][CH:3]=1.C[Si]([N:22]=[N+:23]=[N-:24])(C)C.C([Sn](=O)CCCC)CCC.